From a dataset of Forward reaction prediction with 1.9M reactions from USPTO patents (1976-2016). Predict the product of the given reaction. (1) Given the reactants [NH2:1][CH2:2][CH:3]([C:14]1[CH:19]=[CH:18][C:17]([Cl:20])=[C:16]([Cl:21])[CH:15]=1)[CH:4]([C:6]1[CH:11]=[CH:10][CH:9]=[C:8]([O:12][CH3:13])[N:7]=1)[OH:5].[CH2:22]1COCC1, predict the reaction product. The product is: [Cl:21][C:16]1[CH:15]=[C:14]([C@H:3]([CH2:2][NH:1][CH3:22])[C@H:4]([C:6]2[CH:11]=[CH:10][CH:9]=[C:8]([O:12][CH3:13])[N:7]=2)[OH:5])[CH:19]=[CH:18][C:17]=1[Cl:20]. (2) Given the reactants [NH2:1][C:2]1[N:7]=[C:6]([NH:8][C:9]2[CH:14]=[CH:13][C:12]([C:15]#[N:16])=[CH:11][CH:10]=2)[N:5]=[C:4]([O:17][C:18]2[C:25]([CH3:26])=[CH:24][C:21]([C:22]#[N:23])=[CH:20][C:19]=2[CH3:27])[CH:3]=1.[Br:28]Br.[OH-].[Na+].S(S([O-])=O)([O-])(=O)=O.[Na+].[Na+], predict the reaction product. The product is: [CH3:27][C:19]1[CH:20]=[C:21]([C:22]#[N:23])[CH:24]=[C:25]([CH3:26])[C:18]=1[O:17][C:4]1[N:5]=[C:6]([NH:8][C:9]2[CH:14]=[CH:13][C:12]([C:15]#[N:16])=[CH:11][CH:10]=2)[N:7]=[C:2]([NH2:1])[C:3]=1[Br:28]. (3) Given the reactants [OH-].[Na+].[Cl:3][C:4]1[C:9]([Cl:10])=[C:8]([Cl:11])[N:7]=[C:6]([C:12]([OH:14])=O)[CH:5]=1.C1(C)C=CC=CC=1.S(Cl)([Cl:24])=O, predict the reaction product. The product is: [Cl:3][C:4]1[C:9]([Cl:10])=[C:8]([Cl:11])[N:7]=[C:6]([C:12]([Cl:24])=[O:14])[CH:5]=1. (4) Given the reactants [N:1]1[CH:6]=[CH:5][CH:4]=[CH:3][C:2]=1[C:7]1[O:11][CH:10]=[N:9][CH:8]=1.[CH3:12][S:13][C:14]1[CH:19]=[CH:18][CH:17]=[CH:16][C:15]=1[CH2:20][CH2:21][CH2:22][CH2:23][CH2:24][CH2:25][C:26](O)=[O:27], predict the reaction product. The product is: [O:27]=[C:26]([C:10]1[O:11][C:7]([C:2]2[CH:3]=[CH:4][CH:5]=[CH:6][N:1]=2)=[CH:8][N:9]=1)[CH2:25][CH2:24][CH2:23][CH2:22][CH2:21][CH2:20][C:15]1[CH:16]=[CH:17][CH:18]=[CH:19][C:14]=1[S:13][CH3:12].